From a dataset of Forward reaction prediction with 1.9M reactions from USPTO patents (1976-2016). Predict the product of the given reaction. (1) Given the reactants [Cl:1][C:2]1[C:7]([Cl:8])=[CH:6][CH:5]=[CH:4][C:3]=1[CH2:9][S:10]([OH:13])(=O)=[O:11].CN(C=O)C.C(Cl)(=O)C([Cl:22])=O.CCOC(C)=O.CCCCCC, predict the reaction product. The product is: [Cl:1][C:2]1[C:7]([Cl:8])=[CH:6][CH:5]=[CH:4][C:3]=1[CH2:9][S:10]([Cl:22])(=[O:13])=[O:11]. (2) Given the reactants [O:1]([C:8]1[N:13]=[N:12][C:11]([O:14][CH:15]2[CH:20]3[CH2:21][CH2:22][N:17]([CH2:18][CH2:19]3)[CH2:16]2)=[CH:10][CH:9]=1)[C:2]1[CH:7]=[CH:6][CH:5]=[CH:4][CH:3]=1.[ClH:23].O1CCOCC1, predict the reaction product. The product is: [ClH:23].[O:1]([C:8]1[N:13]=[N:12][C:11]([O:14][CH:15]2[CH:20]3[CH2:19][CH2:18][N:17]([CH2:22][CH2:21]3)[CH2:16]2)=[CH:10][CH:9]=1)[C:2]1[CH:3]=[CH:4][CH:5]=[CH:6][CH:7]=1. (3) The product is: [Br:14][C:15]1[CH:22]=[CH:21][C:18]([CH2:19][S:1][CH:2]2[CH2:6][CH2:5][O:4][C:3]2=[O:7])=[CH:17][CH:16]=1. Given the reactants [SH:1][CH:2]1[CH2:6][CH2:5][O:4][C:3]1=[O:7].C(=O)([O-])[O-].[K+].[K+].[Br:14][C:15]1[CH:22]=[CH:21][C:18]([CH2:19]Br)=[CH:17][CH:16]=1, predict the reaction product. (4) The product is: [I:14][CH2:10][CH2:9][C:6]1[CH:7]=[CH:8][C:3]([O:2][CH3:1])=[CH:4][CH:5]=1. Given the reactants [CH3:1][O:2][C:3]1[CH:8]=[CH:7][C:6]([CH2:9][CH2:10]C(O)=O)=[CH:5][CH:4]=1.[I:14]N1C(C)(C)COC1=O, predict the reaction product. (5) Given the reactants [Br:1][C:2]1[CH:14]=[CH:13][C:12]2[C:11]3[C:6](=[CH:7][CH:8]=[CH:9][CH:10]=3)C[C:4]=2[CH:3]=1.[CH3:15]C(C)([O-])C.[K+].CI.C(O[CH2:27][CH3:28])(=O)C, predict the reaction product. The product is: [Br:1][C:2]1[CH:3]=[CH:4][C:12]2[C:11]3[C:10](=[CH:9][CH:8]=[CH:7][CH:6]=3)[C:27]([CH3:28])([CH3:15])[C:13]=2[CH:14]=1. (6) Given the reactants Br[C:2]1[CH:7]=[CH:6][CH:5]=[C:4]([Br:8])[CH:3]=1.[CH3:9][N:10]1[CH2:15][CH2:14][NH:13][CH2:12][CH2:11]1.C1CCN2C(=NCCC2)CC1.CC(C)([O-])C.[Na+], predict the reaction product. The product is: [Br:8][C:4]1[CH:3]=[C:2]([N:13]2[CH2:14][CH2:15][N:10]([CH3:9])[CH2:11][CH2:12]2)[CH:7]=[CH:6][CH:5]=1. (7) Given the reactants [Cl:1][C:2]1[C:7]([CH2:8][C:9](O)=[O:10])=[C:6]([N:12]([CH3:14])[CH3:13])[N:5]=[C:4]([CH2:15][C:16]2[CH:21]=[CH:20][C:19]([NH:22][C:23]([C:25]3[CH:34]=[CH:33][C:32]4[C:27](=[CH:28][CH:29]=[CH:30][CH:31]=4)[CH:26]=3)=[O:24])=[CH:18][CH:17]=2)[N:3]=1.C(N1C=CN=C1)([N:37]1C=CN=C1)=O.N, predict the reaction product. The product is: [NH2:37][C:9](=[O:10])[CH2:8][C:7]1[C:2]([Cl:1])=[N:3][C:4]([CH2:15][C:16]2[CH:21]=[CH:20][C:19]([NH:22][C:23]([C:25]3[CH:34]=[CH:33][C:32]4[C:27](=[CH:28][CH:29]=[CH:30][CH:31]=4)[CH:26]=3)=[O:24])=[CH:18][CH:17]=2)=[N:5][C:6]=1[N:12]([CH3:14])[CH3:13].